Dataset: Reaction yield outcomes from USPTO patents with 853,638 reactions. Task: Predict the reaction yield, written as a fraction of the theoretical maximum amount of product (1.0 means a 100% yield; for example, 0.34 means a 34% yield). The reactants are [Br:1][C:2]1[S:3][C:4]([CH2:8][OH:9])=[C:5]([Br:7])[N:6]=1.N1C=CN=C1.[C:15]([Si:19](Cl)([CH3:21])[CH3:20])([CH3:18])([CH3:17])[CH3:16]. The catalyst is CN(C=O)C.O. The product is [Br:1][C:2]1[S:3][C:4]([CH2:8][O:9][Si:19]([C:15]([CH3:18])([CH3:17])[CH3:16])([CH3:21])[CH3:20])=[C:5]([Br:7])[N:6]=1. The yield is 0.930.